This data is from Full USPTO retrosynthesis dataset with 1.9M reactions from patents (1976-2016). The task is: Predict the reactants needed to synthesize the given product. (1) The reactants are: CC([Li])(C)C.[CH3:6][C:7]1[N:12]=[C:11]([NH:13][C:14](=[O:19])[C:15]([CH3:18])([CH3:17])[CH3:16])[CH:10]=[CH:9][CH:8]=1.[C:20](=[O:22])=[O:21].C(O)(=O)CC(CC(O)=O)(C(O)=O)O. Given the product [CH3:17][C:15]([CH3:16])([CH3:18])[C:14]([NH:13][C:11]1[N:12]=[C:7]([CH3:6])[CH:8]=[CH:9][C:10]=1[C:20]([OH:22])=[O:21])=[O:19], predict the reactants needed to synthesize it. (2) Given the product [NH2:1][C:2]1[N:7]=[CH:6][N:5]=[C:4]2[N:8]([CH2:12][CH2:13][NH:14][C:15](=[O:24])[C:16]3[CH:21]=[CH:20][C:19]([F:22])=[CH:18][C:17]=3[Cl:23])[N:9]=[C:10]([C:28]3[CH:29]=[C:30]([O:32][CH3:33])[CH:31]=[C:26]([F:25])[CH:27]=3)[C:3]=12, predict the reactants needed to synthesize it. The reactants are: [NH2:1][C:2]1[N:7]=[CH:6][N:5]=[C:4]2[N:8]([CH2:12][CH2:13][NH:14][C:15](=[O:24])[C:16]3[CH:21]=[CH:20][C:19]([F:22])=[CH:18][C:17]=3[Cl:23])[N:9]=[C:10](I)[C:3]=12.[F:25][C:26]1[CH:27]=[C:28](B(O)O)[CH:29]=[C:30]([O:32][CH3:33])[CH:31]=1.C(=O)([O-])[O-].[Na+].[Na+]. (3) Given the product [N:15]1[CH:16]=[CH:17][CH:18]=[CH:19][C:14]=1[C:29]1[CH:30]=[CH:31][C:32]2[N:33]([CH:35]=[C:36]([C:38]([O:40][CH2:41][CH3:42])=[O:39])[N:37]=2)[CH:34]=1, predict the reactants needed to synthesize it. The reactants are: C(=O)([O-])[O-].[Cs+].[Cs+].O1CCOCC1.I[C:14]1[CH:19]=[CH:18][CH:17]=[CH:16][N:15]=1.Br.CC1(C)C(C)(C)OB([C:29]2[CH:30]=[CH:31][C:32]3[N:33]([CH:35]=[C:36]([C:38]([O:40][CH2:41][CH3:42])=[O:39])[N:37]=3)[CH:34]=2)O1. (4) Given the product [CH3:23][O:22][C:15]1[CH:16]=[C:17]([O:20][CH3:21])[CH:18]=[CH:19][C:14]=1[NH:11][C:12]([NH:10][CH2:9][CH2:8][CH2:7][N:6]1[C:2]([CH3:1])=[CH:3][N:4]=[CH:5]1)=[S:13], predict the reactants needed to synthesize it. The reactants are: [CH3:1][C:2]1[N:6]([CH2:7][CH2:8][CH2:9][NH2:10])[CH:5]=[N:4][CH:3]=1.[N:11]([C:14]1[CH:19]=[CH:18][C:17]([O:20][CH3:21])=[CH:16][C:15]=1[O:22][CH3:23])=[C:12]=[S:13]. (5) Given the product [BrH:1].[Cl:14][C:13]1[C:7]2[CH:6]=[C:5]([C:3]3[N:19]4[CH2:20][CH2:21][N:17]=[C:18]4[S:22][C:2]=3[CH3:16])[S:9][C:8]=2[CH:10]=[CH:11][C:12]=1[Cl:15], predict the reactants needed to synthesize it. The reactants are: [Br:1][CH:2]([CH3:16])[C:3]([C:5]1[S:9][C:8]2[CH:10]=[CH:11][C:12]([Cl:15])=[C:13]([Cl:14])[C:7]=2[CH:6]=1)=O.[NH:17]1[CH2:21][CH2:20][NH:19][C:18]1=[S:22].C(O)C.